This data is from Catalyst prediction with 721,799 reactions and 888 catalyst types from USPTO. The task is: Predict which catalyst facilitates the given reaction. (1) The catalyst class is: 32. Product: [CH2:19]([N:11]([CH2:9][CH3:10])[C:12]1[S:16][C:15]([CH:17]=[N:1][C:2]2[S:3][CH:4]=[CH:5][C:6]=2[C:7]#[N:8])=[CH:14][CH:13]=1)[CH3:20]. Reactant: [NH2:1][C:2]1[S:3][CH:4]=[CH:5][C:6]=1[C:7]#[N:8].[CH2:9]([N:11]([CH2:19][CH3:20])[C:12]1[S:16][C:15]([CH:17]=O)=[CH:14][CH:13]=1)[CH3:10].C(O)(C(F)(F)F)=O. (2) Reactant: Cl[C:2]1[N:3]=[C:4]([NH:11][CH:12]2[CH2:17][CH2:16][CH:15]([N:18]([CH3:20])[CH3:19])[CH2:14][CH2:13]2)[C:5]2[CH:10]=[CH:9][NH:8][C:6]=2[N:7]=1.[NH2:21][C:22]1[CH:27]=[CH:26][CH:25]=[CH:24][CH:23]=1. Product: [CH3:19][N:18]([CH3:20])[CH:15]1[CH2:16][CH2:17][CH:12]([NH:11][C:4]2[C:5]3[CH:10]=[CH:9][NH:8][C:6]=3[N:7]=[C:2]([NH:21][C:22]3[CH:27]=[CH:26][CH:25]=[CH:24][CH:23]=3)[N:3]=2)[CH2:13][CH2:14]1. The catalyst class is: 51. (3) Reactant: [OH-].[Li+].[F:3][C:4]1[CH:5]=[C:6]([C:10]2[CH:19]=[C:18]3[C:13]([CH2:14][CH2:15][CH2:16][CH:17]3[NH:20][C:21]3[CH:22]=[C:23]([CH:32]=[CH:33][CH:34]=3)[O:24][CH2:25][C:26]([O:28]C(C)C)=[O:27])=[CH:12][CH:11]=2)[CH:7]=[CH:8][CH:9]=1. Product: [F:3][C:4]1[CH:5]=[C:6]([C:10]2[CH:19]=[C:18]3[C:13]([CH2:14][CH2:15][CH2:16][CH:17]3[NH:20][C:21]3[CH:22]=[C:23]([CH:32]=[CH:33][CH:34]=3)[O:24][CH2:25][C:26]([OH:28])=[O:27])=[CH:12][CH:11]=2)[CH:7]=[CH:8][CH:9]=1. The catalyst class is: 1. (4) Product: [NH2:33][C:26]1[CH:25]=[C:24]([C@H:20]([NH:19][C:17]([N:14]2[C:15](=[O:16])[C@H:9]([CH2:8][C:7]3[CH:40]=[C:3]([Cl:2])[CH:4]=[CH:5][C:6]=3[O:41][CH3:42])[CH2:10][NH:11][C:12](=[N:36][O:37][CH2:38][CH3:39])[CH2:13]2)=[O:18])[CH2:21][CH2:22][CH3:23])[CH:32]=[CH:31][C:27]=1[C:28]([OH:30])=[O:29]. Reactant: Cl.[Cl:2][C:3]1[CH:4]=[CH:5][C:6]([O:41][CH3:42])=[C:7]([CH:40]=1)[CH2:8][C@H:9]1[C:15](=[O:16])[N:14]([C:17]([NH:19][C@@H:20]([C:24]2[CH:32]=[CH:31][C:27]([C:28]([OH:30])=[O:29])=[C:26]([N+:33]([O-])=O)[CH:25]=2)[CH2:21][CH2:22][CH3:23])=[O:18])[CH2:13][C:12](=[N:36][O:37][CH2:38][CH3:39])[NH:11][CH2:10]1.C(OCC)(=O)C. The catalyst class is: 763.